From a dataset of Reaction yield outcomes from USPTO patents with 853,638 reactions. Predict the reaction yield, written as a fraction of the theoretical maximum amount of product (1.0 means a 100% yield; for example, 0.34 means a 34% yield). (1) The reactants are [F:1][C:2]1([F:31])[CH2:4][CH:3]1[CH2:5][O:6][C:7]1[CH:12]=[CH:11][C:10]([S:13]([CH2:16][CH3:17])(=[O:15])=[O:14])=[CH:9][C:8]=1[C:18]1[C:19]2[CH:28]=[C:27]([CH2:29][OH:30])[NH:26][C:20]=2[C:21](=[O:25])[N:22]([CH3:24])[CH:23]=1.CC(OI1(OC(C)=O)(OC(C)=O)OC(=O)C2C=CC=CC1=2)=O.[O-]S([O-])(=S)=O.[Na+].[Na+]. The catalyst is ClCCl.C([O-])(O)=O.[Na+]. The product is [F:31][C:2]1([F:1])[CH2:4][CH:3]1[CH2:5][O:6][C:7]1[CH:12]=[CH:11][C:10]([S:13]([CH2:16][CH3:17])(=[O:14])=[O:15])=[CH:9][C:8]=1[C:18]1[C:19]2[CH:28]=[C:27]([CH:29]=[O:30])[NH:26][C:20]=2[C:21](=[O:25])[N:22]([CH3:24])[CH:23]=1. The yield is 0.687. (2) The reactants are Br[C:2]1[CH:3]=[C:4]([C:16]([NH:18][CH2:19][C:20]2[C:21](=[O:28])[NH:22][C:23]([CH3:27])=[CH:24][C:25]=2[CH3:26])=[O:17])[C:5]2[CH:6]=[N:7][N:8]([CH:11]3[CH2:15][CH2:14][CH2:13][CH2:12]3)[C:9]=2[CH:10]=1.CC1(C)C(C)(C)OB([C:37]2[CH:49]=[CH:48][C:40]([CH2:41][N:42]3[CH2:47][CH2:46][O:45][CH2:44][CH2:43]3)=[CH:39][CH:38]=2)O1.C([O-])([O-])=O.[Na+].[Na+]. The catalyst is O1CCOCC1.C1C=CC([P]([Pd]([P](C2C=CC=CC=2)(C2C=CC=CC=2)C2C=CC=CC=2)([P](C2C=CC=CC=2)(C2C=CC=CC=2)C2C=CC=CC=2)[P](C2C=CC=CC=2)(C2C=CC=CC=2)C2C=CC=CC=2)(C2C=CC=CC=2)C2C=CC=CC=2)=CC=1. The product is [CH:11]1([N:8]2[C:9]3[CH:10]=[C:2]([C:37]4[CH:38]=[CH:39][C:40]([CH2:41][N:42]5[CH2:47][CH2:46][O:45][CH2:44][CH2:43]5)=[CH:48][CH:49]=4)[CH:3]=[C:4]([C:16]([NH:18][CH2:19][C:20]4[C:21](=[O:28])[NH:22][C:23]([CH3:27])=[CH:24][C:25]=4[CH3:26])=[O:17])[C:5]=3[CH:6]=[N:7]2)[CH2:15][CH2:14][CH2:13][CH2:12]1. The yield is 0.684.